This data is from CYP3A4 inhibition data for predicting drug metabolism from PubChem BioAssay. The task is: Regression/Classification. Given a drug SMILES string, predict its absorption, distribution, metabolism, or excretion properties. Task type varies by dataset: regression for continuous measurements (e.g., permeability, clearance, half-life) or binary classification for categorical outcomes (e.g., BBB penetration, CYP inhibition). Dataset: cyp3a4_veith. (1) The molecule is O=[N+]([O-])c1ccc(CSCc2ccc(Cl)cc2)cc1. The result is 0 (non-inhibitor). (2) The compound is COC(=O)c1ccc(COc2ccccc2/C=N/NS(=O)(=O)c2ccc(C)cc2)cc1. The result is 1 (inhibitor).